Dataset: Full USPTO retrosynthesis dataset with 1.9M reactions from patents (1976-2016). Task: Predict the reactants needed to synthesize the given product. Given the product [C:32]([OH:33])(=[O:39])[CH3:31].[NH2:35][C:2](=[NH:1])[C:3]1[CH:19]=[CH:18][C:6]([CH2:7][NH:8][C:9](=[O:17])[C:10]2[CH:15]=[CH:14][CH:13]=[C:12]([Cl:16])[CH:11]=2)=[C:5]([NH:20][CH2:21][C:22]2[CH:27]=[CH:26][CH:25]=[C:24]([C:28]([NH:30][CH2:31][CH2:32][O:33][CH3:34])=[O:29])[CH:23]=2)[CH:4]=1, predict the reactants needed to synthesize it. The reactants are: [NH2:1][C:2](=[N:35]O)[C:3]1[CH:19]=[CH:18][C:6]([CH2:7][NH:8][C:9](=[O:17])[C:10]2[CH:15]=[CH:14][CH:13]=[C:12]([Cl:16])[CH:11]=2)=[C:5]([NH:20][CH2:21][C:22]2[CH:27]=[CH:26][CH:25]=[C:24]([C:28]([NH:30][CH2:31][CH2:32][O:33][CH3:34])=[O:29])[CH:23]=2)[CH:4]=1.C([OH:39])C.O1CCCC1.